From a dataset of Full USPTO retrosynthesis dataset with 1.9M reactions from patents (1976-2016). Predict the reactants needed to synthesize the given product. (1) Given the product [C:1]([N:5]1[C:13]2[CH2:12][CH2:11][C:10]([CH3:18])([C:14]([OH:16])=[O:15])[CH2:9][C:8]=2[C:7]([C:19]2[CH:20]=[CH:21][N:22]=[CH:23][CH:24]=2)=[N:6]1)([CH3:2])([CH3:3])[CH3:4], predict the reactants needed to synthesize it. The reactants are: [C:1]([N:5]1[C:13]2[CH2:12][CH2:11][C:10]([CH3:18])([C:14]([O:16]C)=[O:15])[CH2:9][C:8]=2[C:7]([C:19]2[CH:24]=[CH:23][N:22]=[CH:21][CH:20]=2)=[N:6]1)([CH3:4])([CH3:3])[CH3:2].[Li+].[OH-]. (2) Given the product [CH3:2][C:1]([C:5]1[CH:6]=[C:7]([C:8]([O:10][CH3:11])=[O:9])[CH:12]=[CH:13][C:14]=1[C:29]1[CH:28]=[CH:27][CH:26]=[C:25]([O:24][CH3:23])[CH:30]=1)([CH3:4])[CH3:3], predict the reactants needed to synthesize it. The reactants are: [C:1]([C:5]1[CH:6]=[C:7]([CH:12]=[CH:13][C:14]=1OS(C(F)(F)F)(=O)=O)[C:8]([O:10][CH3:11])=[O:9])([CH3:4])([CH3:3])[CH3:2].[CH3:23][O:24][C:25]1[CH:26]=[C:27](B(O)O)[CH:28]=[CH:29][CH:30]=1.C(=O)([O-])[O-].[K+].[K+].